From a dataset of Forward reaction prediction with 1.9M reactions from USPTO patents (1976-2016). Predict the product of the given reaction. (1) Given the reactants C([O:8][C:9]1[CH:10]=[C:11]([CH:20]([OH:26])[CH:21](OCC)O)[C:12]2[O:17][CH2:16][C:15](=[O:18])[NH:14][C:13]=2[CH:19]=1)C1C=CC=CC=1.[NH2:27][C:28]([CH3:46])([CH3:45])[CH2:29][CH2:30][N:31]1[C:35]2[CH:36]=[CH:37][C:38]([C:40]([F:43])([F:42])[F:41])=[CH:39][C:34]=2[NH:33][C:32]1=[O:44].FC(F)(F)C([O-])=O, predict the reaction product. The product is: [CH3:46][C:28]([NH:27][CH2:21][CH:20]([C:11]1[C:12]2[O:17][CH2:16][C:15](=[O:18])[NH:14][C:13]=2[CH:19]=[C:9]([OH:8])[CH:10]=1)[OH:26])([CH3:45])[CH2:29][CH2:30][N:31]1[C:35]2[CH:36]=[CH:37][C:38]([C:40]([F:43])([F:41])[F:42])=[CH:39][C:34]=2[NH:33][C:32]1=[O:44]. (2) Given the reactants [Cl:1][C:2]1[C:7]([CH2:8][NH:9][C:10]2[C:11]3[C:12](=[N:16][N:17]([CH2:19][C:20]45[CH2:24][C:22]([C:25](OC)=[O:26])([CH2:23]4)[CH2:21]5)[CH:18]=3)[N:13]=[CH:14][N:15]=2)=[C:6]([F:29])[C:5]([O:30][CH3:31])=[CH:4][CH:3]=1.[H-].[Al+3].[Li+].[H-].[H-].[H-].O.[OH-].[Na+], predict the reaction product. The product is: [Cl:1][C:2]1[C:7]([CH2:8][NH:9][C:10]2[C:11]3[C:12](=[N:16][N:17]([CH2:19][C:20]45[CH2:23][C:22]([CH2:25][OH:26])([CH2:21]4)[CH2:24]5)[CH:18]=3)[N:13]=[CH:14][N:15]=2)=[C:6]([F:29])[C:5]([O:30][CH3:31])=[CH:4][CH:3]=1. (3) Given the reactants Br[C:2]1[C:11]([CH3:12])=[C:10]2[C:5]([CH:6]=[C:7]([Cl:13])[N:8]=[CH:9]2)=[CH:4][CH:3]=1.[C:14]([Cu])#[N:15].CN(C=O)C, predict the reaction product. The product is: [Cl:13][C:7]1[N:8]=[CH:9][C:10]2[C:5]([CH:6]=1)=[CH:4][CH:3]=[C:2]([C:14]#[N:15])[C:11]=2[CH3:12]. (4) Given the reactants [F:1][C:2]([F:17])([F:16])[C:3]1[CH:4]=[C:5]([CH:9]=[C:10]([C:12]([F:15])([F:14])[F:13])[CH:11]=1)[C:6](Cl)=[O:7].[CH3:18][NH:19][C:20]1[CH:21]=[N:22][CH:23]=[CH:24][C:25]=1[C:26]1[CH:31]=[CH:30][CH:29]=[CH:28][C:27]=1[CH3:32].CCN(C(C)C)C(C)C, predict the reaction product. The product is: [CH3:18][N:19]([C:20]1[CH:21]=[N:22][CH:23]=[CH:24][C:25]=1[C:26]1[CH:31]=[CH:30][CH:29]=[CH:28][C:27]=1[CH3:32])[C:6](=[O:7])[C:5]1[CH:4]=[C:3]([C:2]([F:17])([F:16])[F:1])[CH:11]=[C:10]([C:12]([F:15])([F:14])[F:13])[CH:9]=1. (5) Given the reactants [C:1]([NH:4][C:5]1[C:14]([Cl:15])=[CH:13][C:8]([C:9]([O:11][CH3:12])=[O:10])=[C:7]([O:16][CH3:17])[C:6]=1[N+:18]([O-])=O)(=[O:3])[CH3:2].[H][H], predict the reaction product. The product is: [C:1]([NH:4][C:5]1[C:14]([Cl:15])=[CH:13][C:8]([C:9]([O:11][CH3:12])=[O:10])=[C:7]([O:16][CH3:17])[C:6]=1[NH2:18])(=[O:3])[CH3:2]. (6) Given the reactants [OH-].[Na+].[CH3:3][O:4][C:5]1[CH:6]=[C:7]2[C:11](=[CH:12][C:13]=1[O:14][CH2:15][CH2:16][O:17][CH3:18])[C:10](=[O:19])[C:9](=[N:20]O)[CH2:8]2.C1(C)C=CC(S(Cl)(=O)=[O:29])=CC=1, predict the reaction product. The product is: [C:9]([CH2:8][C:7]1[CH:6]=[C:5]([O:4][CH3:3])[C:13]([O:14][CH2:15][CH2:16][O:17][CH3:18])=[CH:12][C:11]=1[C:10]([OH:19])=[O:29])#[N:20].